From a dataset of Reaction yield outcomes from USPTO patents with 853,638 reactions. Predict the reaction yield, written as a fraction of the theoretical maximum amount of product (1.0 means a 100% yield; for example, 0.34 means a 34% yield). (1) The reactants are C[O:2][C:3](=[O:44])[C:4]1[CH:9]=[CH:8][C:7]([O:10][CH2:11][CH2:12][CH2:13][O:14]/[N:15]=[CH:16]/[C:17]2[CH:22]=[CH:21][C:20]([C:23]([CH3:26])([CH3:25])[CH3:24])=[CH:19][CH:18]=2)=[CH:6][C:5]=1[NH:27][C:28](=[O:43])[C:29]1[CH:34]=[C:33]([C:35]([F:38])([F:37])[F:36])[CH:32]=[C:31]([C:39]([F:42])([F:41])[F:40])[CH:30]=1.[OH-].[Na+].O. The catalyst is C(O)C. The product is [F:36][C:35]([F:37])([F:38])[C:33]1[CH:34]=[C:29]([CH:30]=[C:31]([C:39]([F:41])([F:40])[F:42])[CH:32]=1)[C:28]([NH:27][C:5]1[CH:6]=[C:7]([O:10][CH2:11][CH2:12][CH2:13][O:14]/[N:15]=[CH:16]/[C:17]2[CH:22]=[CH:21][C:20]([C:23]([CH3:24])([CH3:25])[CH3:26])=[CH:19][CH:18]=2)[CH:8]=[CH:9][C:4]=1[C:3]([OH:44])=[O:2])=[O:43]. The yield is 0.450. (2) The reactants are CC([O-])(C)C.[K+].[C:7]1([S:13]([CH2:16]Cl)(=[O:15])=[O:14])[CH:12]=[CH:11][CH:10]=[CH:9][CH:8]=1.[CH3:18][O:19][C:20]1[CH:25]=[CH:24][C:23]([N+:26]([O-:28])=[O:27])=[CH:22][N:21]=1.C(O)(=O)C. The catalyst is O1CCCC1. The product is [CH3:18][O:19][C:20]1[N:21]=[C:22]([CH2:16][S:13]([C:7]2[CH:12]=[CH:11][CH:10]=[CH:9][CH:8]=2)(=[O:15])=[O:14])[C:23]([N+:26]([O-:28])=[O:27])=[CH:24][CH:25]=1. The yield is 0.800.